This data is from Experimentally validated miRNA-target interactions with 360,000+ pairs, plus equal number of negative samples. The task is: Binary Classification. Given a miRNA mature sequence and a target amino acid sequence, predict their likelihood of interaction. (1) The miRNA is hsa-miR-1237-5p with sequence CGGGGGCGGGGCCGAAGCGCG. The protein sequence of the target gene is MDLGVRVSGHETVSSPGQTELGSGFSNKQERSGFDGEDCWRSSKLSRTSTDGFSSSPASAKTLSFHQGIPLLRSTTINDPRKGQEHMLSFSSASGKSDVSPYLQYCRNSGYGLGGMMNTSNMHGNLLTGVKGPFSLTQWAELEQQALIYKYITANVPVPSSLLLSLKKSFFPYGSLPPNSFGWGSFHLGFSGGNMDPEPGRCRRTDGKKWRCSRDAVPDQKYCERHINRGRHRSRKPVEGQNGHNTNAAAAASAAAASTAAAVSKAAAGTSAVAMRGSDNNNSLAAAVGTQHHTNNQSTD.... Result: 0 (no interaction). (2) Result: 0 (no interaction). The protein sequence of the target gene is MHTLTGFSLVSLLSFGYLSWDWAKPSFVADGPGEAGEQPSAAPPQPPHIIFILTDDQGYHDVGYHGSDIETPTLDRLAAKGVKLENYYIQPICTPSRSQLLTGRYQIHTGLQHSIIRPQQPNCLPLDQVTLPQKLQEAGYSTHMVGKWHLGFYRKECLPTRRGFDTFLGSLTGNVDYYTYDNCDGPGVCGFDLHEGENVAWGLSGQYSTMLYAQRASHILASHSPQRPLFLYVAFQAVHTPLQSPREYLYRYRTMGNVARRKYAAMVTCMDEAVRNITWALKRYGFYNNSVIIFSSDNGG.... The miRNA is hsa-miR-4726-5p with sequence AGGGCCAGAGGAGCCUGGAGUGG. (3) The miRNA is hsa-miR-1303 with sequence UUUAGAGACGGGGUCUUGCUCU. The protein sequence of the target gene is MEAETKTLPLENASILSEGSLQEGHRLWIGNLDPKITEYHLLKLLQKFGKVKQFDFLFHKSGALEGQPRGYCFVNFETKQEAEQAIQCLNGKLALSKKLVVRWAHAQVKRYDHNKNDKILPISLEPSSSTEPTQSNLSVTAKIKAIEAKLKMMAENPDAEYPAAPVYSYFKPPDKKRTTPYSRTAWKSRR. Result: 1 (interaction). (4) The miRNA is mmu-miR-124-3p with sequence UAAGGCACGCGGUGAAUGCC. The protein sequence of the target gene is MALSKGLRLLGRLGAEGDCSVLLEARGRDDCLLFEAGTVATLAPEEKEVIKGQYGKLTDAYGCLGELRLKSGGTSLSFLVLVTGCTSVGRIPDAEIYKITATDFYPLQEEAKEEERLIALKKILSSGVFYFSWPNDGSRFDLTVRTQKQGDDSSEWGNSFFWNQLLHVPLRQHQVSCCDWLLKIICGVVTIRTVYASHKQAKACLVSRVSCERTGTRFHTRGVNDDGHVSNFVETEQMIYMDDGVSSFVQIRGSVPLFWEQPGLQVGSHHLRLHRGLEANAPAFDRHMVLLKEQYGQQVV.... Result: 0 (no interaction). (5) The miRNA is hsa-miR-8068 with sequence UGUUUGUUGUAAGGAUCGUUGU. The protein sequence of the target gene is MDGFAGSLDDSISAASTSDVQDRLSALESRVQQQEDEITVLKAALADVLRRLAISEDHVASVKKSVSSKGQPSPRAVIPMSCITNGSGANRKPSHTSAVSIAGKETLSSAAKSGTEKKKEKPQGQREKKEESHSNDQSPQIRASPSPQPSSQPLQIHRQTPESKNATPTKSIKRPSPAEKSHNSWENSDDSRNKLSKIPSTPKLIPKVTKTADKHKDVIINQEGEYIKMFMRGRPITMFIPSDVDNYDDIRTELPPEKLKLEWAYGYRGKDCRANVYLLPTGKIVYFIASVVVLFNYEER.... Result: 0 (no interaction). (6) The miRNA is mmu-miR-15a-5p with sequence UAGCAGCACAUAAUGGUUUGUG. The protein sequence of the target gene is MEEKDSKPSETAAEAQRQPEPSSGGGSGGGSSPSDSDTGRRRALMLPEVLQAPGNHQHPHRITNFFIDNILRPEFGRRKDAGTCCAGAGGARGGEGGAGTTEGGGGGAGGAEQLLGARESRPNPACAPSAGGTLSAAAGDPAVDGEGGSKTLSLHGGAKKPGDPGGSLDGVLKARGLGGGDLSVSSDSDSSQASATLGAQPMLWPAWVYCTRYSDRPSSGPRSRKPKKKNPNKEDKRPRTAFTAEQLQRLKAEFQTNRYLTEQRRQSLAQELSLNESQIKIWFQNKRAKIKKATGNKNTL.... Result: 1 (interaction). (7) The miRNA is hsa-miR-4756-3p with sequence CCAGAGAUGGUUGCCUUCCUAU. The protein sequence of the target gene is MDPSRSRSGGSGEESSFQENERRWQQERLHREEAYYQFINELSDEDYRLMRDHNLLGTPGEITSEELQQRLERAKEQLASQPGSDSAASDGDSESLRAHSDEDSLLRWLNTFRRTGNVTRSGQNGNQSWRAVSRTNPNSGEFGFSLEIHINPDNRGSEMHGEDSTDIPLSGVNREHRQQRPSSPVARRTRSQTSMSSSGPRGRRGARRQGSVQGSFATLGRLRNGIGVALGVPRVSAPRTNVINSHTNQSDGSTLRQGGRQRFGAAHIWENGARSNVTVRNTNQRLEPIRLRPAFSSRSR.... Result: 0 (no interaction).